This data is from Forward reaction prediction with 1.9M reactions from USPTO patents (1976-2016). The task is: Predict the product of the given reaction. Given the reactants [CH3:1][O:2][C:3](=[O:12])[C:4]1[CH:9]=[CH:8][C:7]([CH2:10]O)=[N:6][CH:5]=1.S(Cl)([Cl:15])=O, predict the reaction product. The product is: [CH3:1][O:2][C:3](=[O:12])[C:4]1[CH:9]=[CH:8][C:7]([CH2:10][Cl:15])=[N:6][CH:5]=1.